Task: Predict which catalyst facilitates the given reaction.. Dataset: Catalyst prediction with 721,799 reactions and 888 catalyst types from USPTO (1) Reactant: [NH2:1][C:2]1[CH:7]=[CH:6][C:5]([F:8])=[CH:4][C:3]=1[S:9]([NH2:12])(=[O:11])=[O:10].[F:13][C:14]1[C:19]([F:20])=[CH:18][CH:17]=[CH:16][C:15]=1[S:21](Cl)(=[O:23])=[O:22]. Product: [F:13][C:14]1[C:19]([F:20])=[CH:18][CH:17]=[CH:16][C:15]=1[S:21]([NH:1][C:2]1[CH:7]=[CH:6][C:5]([F:8])=[CH:4][C:3]=1[S:9](=[O:11])(=[O:10])[NH2:12])(=[O:23])=[O:22]. The catalyst class is: 17. (2) Product: [CH2:1]([N:4]([CH2:5][CH:6]([CH2:31][CH:30]=[CH2:29])[C:7]([O:9][CH2:10][CH3:11])=[O:8])[C:12]([O:14][C:15]([CH3:17])([CH3:16])[CH3:18])=[O:13])[CH:2]=[CH2:3]. The catalyst class is: 7. Reactant: [CH2:1]([N:4]([C:12]([O:14][C:15]([CH3:18])([CH3:17])[CH3:16])=[O:13])[CH2:5][CH2:6][C:7]([O:9][CH2:10][CH3:11])=[O:8])[CH:2]=[CH2:3].C[Si]([N-][Si](C)(C)C)(C)C.[Li+].[CH2:29](I)[CH:30]=[CH2:31].O. (3) Reactant: COC[O:4][C:5]1[CH:10]=[CH:9][C:8]([CH:11]=[CH:12][C:13](=[O:15])[CH3:14])=[CH:7][C:6]=1[O:16][CH3:17]. Product: [OH:4][C:5]1[CH:10]=[CH:9][C:8]([CH:11]=[CH:12][C:13](=[O:15])[CH3:14])=[CH:7][C:6]=1[O:16][CH3:17]. The catalyst class is: 240. (4) Reactant: [CH3:1][C:2]1[CH:7]=[CH:6][C:5]([NH:8][C:9](=[O:15])[O:10][C:11]([CH3:14])([CH3:13])[CH3:12])=[CH:4][C:3]=1[N+:16]([O-])=O. Product: [NH2:16][C:3]1[CH:4]=[C:5]([NH:8][C:9](=[O:15])[O:10][C:11]([CH3:13])([CH3:12])[CH3:14])[CH:6]=[CH:7][C:2]=1[CH3:1]. The catalyst class is: 8. (5) Reactant: [CH2:1]([N:8]1[C:17](=[O:18])[C:16]2[C:11](=[CH:12][C:13]3[CH:22]=[CH:21][CH:20]=[CH:19][C:14]=3[CH:15]=2)[N:10]=[C:9]1[CH2:23][CH:24]([CH3:26])[CH3:25])[C:2]1[CH:7]=[CH:6][CH:5]=[CH:4][CH:3]=1.C([O-])(=O)C.[Na+].[Br:32]Br. Product: [CH2:1]([N:8]1[C:17](=[O:18])[C:16]2[C:11](=[CH:12][C:13]3[CH:22]=[CH:21][CH:20]=[CH:19][C:14]=3[CH:15]=2)[N:10]=[C:9]1[CH:23]([Br:32])[CH:24]([CH3:26])[CH3:25])[C:2]1[CH:3]=[CH:4][CH:5]=[CH:6][CH:7]=1. The catalyst class is: 86. (6) Reactant: [O:1]=[C:2]1[CH:11]=[CH:10][C:9]2[C:4](=[N:5][CH:6]=[CH:7][CH:8]=2)[N:3]1[CH2:12][CH2:13][CH2:14][C:15]1([C:21]([O:23][CH2:24][CH3:25])=[O:22])[CH2:20][CH2:19][NH:18][CH2:17][CH2:16]1.C(=O)([O-])[O-].[K+].[K+].Br[CH2:33][CH2:34][S:35][C:36]1[S:37][CH:38]=[CH:39][CH:40]=1.O. Product: [O:1]=[C:2]1[CH:11]=[CH:10][C:9]2[C:4](=[N:5][CH:6]=[CH:7][CH:8]=2)[N:3]1[CH2:12][CH2:13][CH2:14][C:15]1([C:21]([O:23][CH2:24][CH3:25])=[O:22])[CH2:16][CH2:17][N:18]([CH2:33][CH2:34][S:35][C:36]2[S:37][CH:38]=[CH:39][CH:40]=2)[CH2:19][CH2:20]1. The catalyst class is: 42. (7) Reactant: [F:1][C:2]1[CH:3]=[N:4][C:5]2[C:10]([C:11]=1[CH2:12][CH:13]([C:15]13[CH2:22][CH2:21][C:18]([NH:23]C(=O)OC(C)(C)C)([CH2:19][CH2:20]1)[CH2:17][O:16]3)[OH:14])=[N:9][C:8]([O:31][CH3:32])=[CH:7][CH:6]=2.FC(F)(F)C(O)=O. Product: [NH2:23][C:18]12[CH2:21][CH2:22][C:15]([C@H:13]([OH:14])[CH2:12][C:11]3[C:10]4[C:5](=[CH:6][CH:7]=[C:8]([O:31][CH3:32])[N:9]=4)[N:4]=[CH:3][C:2]=3[F:1])([CH2:20][CH2:19]1)[O:16][CH2:17]2. The catalyst class is: 4. (8) Reactant: [Br:1][C:2]1[CH:7]=[CH:6][C:5]([Zn]I)=[C:4]([F:10])[CH:3]=1.[N:11]1([C:17]2[N:22]=[CH:21][C:20]([C:23](Cl)=[O:24])=[CH:19][CH:18]=2)[CH2:16][CH2:15][O:14][CH2:13][CH2:12]1.[Cl-].[NH4+]. Product: [Br:1][C:2]1[CH:7]=[CH:6][C:5]([C:23]([C:20]2[CH:21]=[N:22][C:17]([N:11]3[CH2:16][CH2:15][O:14][CH2:13][CH2:12]3)=[CH:18][CH:19]=2)=[O:24])=[C:4]([F:10])[CH:3]=1. The catalyst class is: 602.